From a dataset of Full USPTO retrosynthesis dataset with 1.9M reactions from patents (1976-2016). Predict the reactants needed to synthesize the given product. (1) Given the product [C:1]([O:5][C:6](=[O:43])[NH:7][C@H:8]([CH2:24][OH:25])[CH2:9][CH2:10][N:11]1[CH2:14][CH:13]([S:15]([C:17]2[CH:18]=[CH:19][C:20]([Cl:23])=[CH:21][CH:22]=2)=[O:16])[CH2:12]1)([CH3:2])([CH3:4])[CH3:3], predict the reactants needed to synthesize it. The reactants are: [C:1]([O:5][C:6](=[O:43])[NH:7][C@H:8]([C:24](C1C=CC=CC=1)(C1C=CC=CC=1)[O:25][SiH2]C(C)(C)C)[CH2:9][CH2:10][N:11]1[CH2:14][CH:13]([S:15]([C:17]2[CH:22]=[CH:21][C:20]([Cl:23])=[CH:19][CH:18]=2)=[O:16])[CH2:12]1)([CH3:4])([CH3:3])[CH3:2].[F-].C([N+](CCCC)(CCCC)CCCC)CCC. (2) The reactants are: [NH2:1][C:2]1[C:3]([C:7]2[N:8]([C:16]3[CH:21]=[CH:20][C:19]([OH:22])=[CH:18][CH:17]=3)[C:9]3[CH:14]=[CH:13][N:12]=[CH:11][C:10]=3[N:15]=2)=[N:4][O:5][N:6]=1.[H-].[Na+].Cl[CH2:26][C:27]#[N:28].O. Given the product [NH2:1][C:2]1[C:3]([C:7]2[N:8]([C:16]3[CH:21]=[CH:20][C:19]([O:22][CH2:26][C:27]#[N:28])=[CH:18][CH:17]=3)[C:9]3[CH:14]=[CH:13][N:12]=[CH:11][C:10]=3[N:15]=2)=[N:4][O:5][N:6]=1, predict the reactants needed to synthesize it. (3) The reactants are: [NH:1]1[C:5](=[O:6])[CH2:4][CH2:3][C@H:2]1[C:7]([OH:9])=[O:8].Cl(O)(=O)(=O)=O.C([O-])(O)=O.[Na+].C(O[C:24]([CH3:27])([CH3:26])[CH3:25])(=O)C. Given the product [C:24]([O:8][C:7]([C@@H:2]1[CH2:3][CH2:4][C:5](=[O:6])[NH:1]1)=[O:9])([CH3:27])([CH3:26])[CH3:25], predict the reactants needed to synthesize it.